Dataset: Full USPTO retrosynthesis dataset with 1.9M reactions from patents (1976-2016). Task: Predict the reactants needed to synthesize the given product. (1) Given the product [F:1][C:2]([F:7])([F:6])[C:3]([OH:5])=[O:4].[Cl:8][C:9]1[C:10]([NH:31][C@@H:32]2[C@@H:37]3[CH2:38][C@@H:34]([CH:35]=[CH:36]3)[C@@H:33]2[C:39]([NH2:41])=[O:40])=[C:11]2[N:17]=[C:16]([C:18]3[CH:19]=[CH:20][C:21]([N:49]4[CH2:48][CH2:47][NH:50][CH2:51][CH2:56]4)=[CH:22][CH:23]=3)[NH:15][C:12]2=[N:13][CH:14]=1, predict the reactants needed to synthesize it. The reactants are: [F:1][C:2]([F:7])([F:6])[C:3]([OH:5])=[O:4].[Cl:8][C:9]1[C:10]([NH:31][C@@H:32]2[C@@H:37]3[CH2:38][C@@H:34]([CH:35]=[CH:36]3)[C@@H:33]2[C:39]([NH2:41])=[O:40])=[C:11]2[N:17]=[C:16]([C:18]3[CH:23]=[CH:22][C:21](CN4CCOCC4)=[CH:20][CH:19]=3)[NH:15][C:12]2=[N:13][CH:14]=1.NC1[C:48]([NH2:49])=[C:47]([NH:50][C@@H:51]2[C@@H:56]3C[C@@H](C=C3)[C@@H]2C(N)=O)C(Cl)=CN=1.C(OC(N1CCN(C2C=CC(C=O)=CC=2)CC1)=O)(C)(C)C.C(=O)(OC(C)(C)C)N.Cl. (2) Given the product [CH3:11][C:12]1[CH:17]=[C:16]([CH:15]=[CH:14][CH:13]=1)[C:2]([C:1]([O:8][CH2:9][CH3:10])=[O:7])=[O:4], predict the reactants needed to synthesize it. The reactants are: [C:1]([O:8][CH2:9][CH3:10])(=[O:7])[C:2]([O:4]CC)=O.[CH3:11][C:12]1[CH:13]=[C:14]([Mg]Br)[CH:15]=[CH:16][CH:17]=1.Cl.C(OCC)(=O)C. (3) The reactants are: [CH3:1][S:2]([N:5]1[CH2:10][CH2:9][N:8]([CH2:11][CH2:12][O:13][C:14]2[CH:22]=[C:21]3[C:17]([C:18]([C:34]4[CH:39]=[CH:38][C:37]([C:40]([F:43])([F:42])[F:41])=[CH:36][CH:35]=4)=[C:19]([C:24]4[CH:29]=CC(C(F)(F)F)=C[CH:25]=4)[C:20]3=[O:23])=[CH:16][CH:15]=2)[CH2:7][CH2:6]1)(=[O:4])=[O:3].O1CCN(CCOC2C=C3C(C(C4C=CC=CC=4)=C(Br)C3=O)=CC=2)CC1.[N:70]1C=C(B(O)O)C=[N:72][CH:71]=1. Given the product [CH3:1][S:2]([N:5]1[CH2:10][CH2:9][N:8]([CH2:11][CH2:12][O:13][C:14]2[CH:22]=[C:21]3[C:17]([C:18]([C:34]4[CH:39]=[CH:38][C:37]([C:40]([F:43])([F:42])[F:41])=[CH:36][CH:35]=4)=[C:19]([C:24]4[CH:25]=[N:70][CH:71]=[N:72][CH:29]=4)[C:20]3=[O:23])=[CH:16][CH:15]=2)[CH2:7][CH2:6]1)(=[O:4])=[O:3], predict the reactants needed to synthesize it. (4) Given the product [CH2:11]([N:15]1[C:23]2[N:22]=[C:21]([Cl:24])[NH:20][C:19]=2[C:18](=[O:25])[N:17]([CH2:26][CH2:27][CH2:28][CH2:29][C:30]2[N:31]=[C:4]([C:3]3[CH:7]=[CH:8][CH:9]=[CH:10][C:2]=3[F:1])[O:6][N:33]=2)[C:16]1=[O:35])[CH2:12][CH2:13][CH3:14], predict the reactants needed to synthesize it. The reactants are: [F:1][C:2]1[CH:10]=[CH:9][CH:8]=[CH:7][C:3]=1[C:4]([OH:6])=O.[CH2:11]([N:15]1[C:23]2[N:22]=[C:21]([Cl:24])[NH:20][C:19]=2[C:18](=[O:25])[N:17]([CH2:26][CH2:27][CH2:28][CH2:29]/[C:30](=[N:33]/[H])/[NH:31]O)[C:16]1=[O:35])[CH2:12][CH2:13][CH3:14]. (5) Given the product [CH2:46]([O:48][C:49]([C:22]1[CH:21]=[C:20]([NH:19][C:14]2[N:13]=[C:12]([NH:11][C:5]3[CH:6]=[CH:7][C:8]4[O:9][CH2:10][CH2:1][O:2][C:3]=4[CH:4]=3)[C:17]([F:18])=[CH:16][N:15]=2)[CH:25]=[CH:24][CH:23]=1)=[O:50])[CH3:47], predict the reactants needed to synthesize it. The reactants are: [CH2:1]1[CH2:10][O:9][C:8]2[CH:7]=[CH:6][C:5]([NH:11][C:12]3[C:17]([F:18])=[CH:16][N:15]=[C:14]([NH:19][C:20]4[CH:25]=[CH:24][CH:23]=[C:22](O)[CH:21]=4)[N:13]=3)=[CH:4][C:3]=2[O:2]1.ClC1N=C(NC2C=CC3OCCOC=3C=2)C(F)=CN=1.[CH2:46]([O:48][C:49](C1C=C(C=CC=1)N)=[O:50])[CH3:47]. (6) Given the product [CH3:22][N:20]1[CH:21]=[C:17]([NH:16][C:12]2[N:11]=[C:10]([N:4]3[CH2:5][C@H:6]4[N:9]([C:24]([NH2:23])=[O:25])[C@H:2]([CH2:8][CH2:7]4)[CH2:3]3)[CH:15]=[CH:14][N:13]=2)[CH:18]=[N:19]1, predict the reactants needed to synthesize it. The reactants are: Cl.[C@@H:2]12[NH:9][C@@H:6]([CH2:7][CH2:8]1)[CH2:5][N:4]([C:10]1[CH:15]=[CH:14][N:13]=[C:12]([NH:16][C:17]3[CH:18]=[N:19][N:20]([CH3:22])[CH:21]=3)[N:11]=1)[CH2:3]2.[N-:23]=[C:24]=[O:25].[Na+].C(O)(=O)C.